This data is from Reaction yield outcomes from USPTO patents with 853,638 reactions. The task is: Predict the reaction yield, written as a fraction of the theoretical maximum amount of product (1.0 means a 100% yield; for example, 0.34 means a 34% yield). The reactants are [CH2:1]([CH:3]1[O:5][CH2:4]1)Cl.[OH-].[K+].S([O-])([O-])(=O)=O.[Na+].[Na+].[CH2:15]([N:17]1[C:29]2[CH:28]=[CH:27][CH:26]=[CH:25][C:24]=2[C:23]2[C:18]1=[CH:19][CH:20]=[CH:21][CH:22]=2)[CH3:16].[C:30]1([NH:36][N:37]=[CH:38]C2C=CC3NC4C(C=3C=2)=CC=CC=4)[CH:35]=[CH:34][CH:33]=[CH:32][CH:31]=1. The catalyst is [O-]S([O-])(=O)=O.[Na+].[Na+]. The product is [O:5]1[CH2:4][CH:3]1[CH2:1][N:36]([C:30]1[CH:35]=[CH:34][CH:33]=[CH:32][CH:31]=1)[N:37]=[CH:38][C:21]1[CH:20]=[CH:19][C:18]2[N:17]([CH2:15][CH3:16])[C:29]3[C:24]([C:23]=2[CH:22]=1)=[CH:25][CH:26]=[CH:27][CH:28]=3. The yield is 0.785.